This data is from Peptide-MHC class I binding affinity with 185,985 pairs from IEDB/IMGT. The task is: Regression. Given a peptide amino acid sequence and an MHC pseudo amino acid sequence, predict their binding affinity value. This is MHC class I binding data. (1) The peptide sequence is GGNYPVQQI. The MHC is Mamu-B52 with pseudo-sequence Mamu-B52. The binding affinity (normalized) is 0.285. (2) The peptide sequence is RQRTPQDNQL. The MHC is HLA-B15:01 with pseudo-sequence HLA-B15:01. The binding affinity (normalized) is 0.564. (3) The peptide sequence is KNMYELQK. The MHC is Mamu-B03 with pseudo-sequence Mamu-B03. The binding affinity (normalized) is 0.0602. (4) The peptide sequence is TSLSLDYAWK. The MHC is HLA-A11:01 with pseudo-sequence HLA-A11:01. The binding affinity (normalized) is 0.577. (5) The peptide sequence is NTRDHVNLV. The MHC is HLA-A02:19 with pseudo-sequence HLA-A02:19. The binding affinity (normalized) is 0.0847. (6) The binding affinity (normalized) is 0.316. The peptide sequence is MMWATAQAL. The MHC is HLA-C12:03 with pseudo-sequence HLA-C12:03. (7) The peptide sequence is STPAILHIM. The MHC is HLA-E01:01 with pseudo-sequence HLA-E01:03. The binding affinity (normalized) is 0.0847. (8) The peptide sequence is PSKKHWLGK. The MHC is HLA-B40:01 with pseudo-sequence HLA-B40:01. The binding affinity (normalized) is 0.0847.